This data is from Peptide-MHC class I binding affinity with 185,985 pairs from IEDB/IMGT. The task is: Regression. Given a peptide amino acid sequence and an MHC pseudo amino acid sequence, predict their binding affinity value. This is MHC class I binding data. (1) The peptide sequence is WIKNLETYT. The MHC is HLA-A31:01 with pseudo-sequence HLA-A31:01. The binding affinity (normalized) is 0. (2) The peptide sequence is LTDYGALTL. The MHC is HLA-A01:01 with pseudo-sequence HLA-A01:01. The binding affinity (normalized) is 0.510.